The task is: Predict the reactants needed to synthesize the given product.. This data is from Full USPTO retrosynthesis dataset with 1.9M reactions from patents (1976-2016). (1) The reactants are: [I:1][C:2]1[CH:7]=[CH:6][N:5]=[C:4]([NH2:8])[CH:3]=1.Cl[CH2:10][CH:11]=O. Given the product [I:1][C:2]1[CH:7]=[CH:6][N:5]2[CH:10]=[CH:11][N:8]=[C:4]2[CH:3]=1, predict the reactants needed to synthesize it. (2) Given the product [C:21]([O:25][C:26]([N:28]1[CH2:32][CH2:31][CH:30]([CH:33]([CH:49]2[CH2:50][CH2:51][C:46]([F:55])([F:45])[CH2:47][CH2:48]2)[OH:34])[CH2:29]1)=[O:27])([CH3:24])([CH3:23])[CH3:22], predict the reactants needed to synthesize it. The reactants are: C(OC(N1CC[C@H]([C@@H](C2CCCCC2)O)C1)=O)(C)(C)C.[C:21]([O:25][C:26]([N:28]1[CH2:32][CH2:31][C@H:30]([CH:33]=[O:34])[CH2:29]1)=[O:27])([CH3:24])([CH3:23])[CH3:22].[Li+].C[Si]([N-][Si](C)(C)C)(C)C.[F:45][C:46]1([F:55])[CH2:51][CH2:50][CH:49](C(Cl)=O)[CH2:48][CH2:47]1.S(C)C. (3) Given the product [F:1][C:2]1[CH:3]=[C:4]([CH:5]=[CH:6][C:7]=1[O:8][C:9]1[CH:10]=[N:11][C:12]([C:15]([F:16])([F:17])[F:18])=[CH:13][CH:14]=1)[CH2:19][O:20][C:22]1[CH:34]=[C:26]2[N:27]([CH:31]([CH3:32])[CH3:33])[CH2:28][CH2:29][CH2:30][N:25]2[C:24](=[O:35])[N:23]=1, predict the reactants needed to synthesize it. The reactants are: [F:1][C:2]1[CH:3]=[C:4]([CH2:19][OH:20])[CH:5]=[CH:6][C:7]=1[O:8][C:9]1[CH:10]=[N:11][C:12]([C:15]([F:18])([F:17])[F:16])=[CH:13][CH:14]=1.Cl[C:22]1[CH:34]=[C:26]2[N:27]([CH:31]([CH3:33])[CH3:32])[CH2:28][CH2:29][CH2:30][N:25]2[C:24](=[O:35])[N:23]=1.[H-].[Na+]. (4) Given the product [Cl:16][C:17]1[CH:18]=[C:19]([N+:24]([O-:26])=[O:25])[CH:20]=[CH:21][C:22]=1[C:7]1[CH:12]=[CH:11][CH:10]=[CH:9][CH:8]=1, predict the reactants needed to synthesize it. The reactants are: C(=O)([O-])[O-].[K+].[K+].[C:7]1(B(O)O)[CH:12]=[CH:11][CH:10]=[CH:9][CH:8]=1.[Cl:16][C:17]1[CH:18]=[C:19]([N+:24]([O-:26])=[O:25])[CH:20]=[CH:21][C:22]=1I.C1COCC1. (5) Given the product [CH3:11][N:10]1[C:3]2[C:2]([OH:12])=[N:7][CH:6]=[N:5][C:4]=2[CH:8]=[CH:9]1, predict the reactants needed to synthesize it. The reactants are: Cl[C:2]1[C:3]2[N:10]([CH3:11])[CH:9]=[CH:8][C:4]=2[N:5]=[CH:6][N:7]=1.[OH-:12].[Na+]. (6) Given the product [Cl:1][C:2]1[CH:7]=[CH:6][C:5]([S:8]([NH:11][C:12]2[CH:17]=[CH:16][C:15]([Cl:18])=[CH:14][C:13]=2[CH2:19][CH2:20][C:21]2[CH:22]=[CH:23][C:24]([C:25]([OH:27])=[O:26])=[CH:28][CH:29]=2)(=[O:10])=[O:9])=[CH:4][CH:3]=1, predict the reactants needed to synthesize it. The reactants are: [Cl:1][C:2]1[CH:7]=[CH:6][C:5]([S:8]([NH:11][C:12]2[CH:17]=[CH:16][C:15]([Cl:18])=[CH:14][C:13]=2[CH:19]=[CH:20][C:21]2[CH:29]=[CH:28][C:24]([C:25]([OH:27])=[O:26])=[CH:23][CH:22]=2)(=[O:10])=[O:9])=[CH:4][CH:3]=1.[H][H].